Dataset: Full USPTO retrosynthesis dataset with 1.9M reactions from patents (1976-2016). Task: Predict the reactants needed to synthesize the given product. (1) Given the product [CH3:11][C:4]1[CH:3]=[C:2]([NH:12][C@@H:13]([CH2:16][CH3:17])[CH2:14][OH:15])[CH:7]=[CH:6][C:5]=1[N+:8]([O-:10])=[O:9], predict the reactants needed to synthesize it. The reactants are: F[C:2]1[CH:7]=[CH:6][C:5]([N+:8]([O-:10])=[O:9])=[C:4]([CH3:11])[CH:3]=1.[NH2:12][C@@H:13]([CH2:16][CH3:17])[CH2:14][OH:15].CCN(C(C)C)C(C)C. (2) The reactants are: [F:1][C:2]1[CH:3]=[C:4]2[C:8](=[CH:9][CH:10]=1)[NH:7][C:6]([C:11]([N:13]1[CH2:18][CH2:17][CH2:16][CH2:15][CH2:14]1)=[O:12])=[CH:5]2.[CH:19]1[CH:24]=[C:23]([S:25][S:25][C:23]2[N:22]=[CH:21][CH:20]=[CH:19][CH:24]=2)[N:22]=[CH:21][CH:20]=1. Given the product [F:1][C:2]1[CH:3]=[C:4]2[C:8](=[CH:9][CH:10]=1)[NH:7][C:6]([C:11]([N:13]1[CH2:18][CH2:17][CH2:16][CH2:15][CH2:14]1)=[O:12])=[C:5]2[S:25][C:23]1[CH:24]=[CH:19][CH:20]=[CH:21][N:22]=1, predict the reactants needed to synthesize it. (3) Given the product [C:1]12([C:11]3[CH:12]=[C:13]([C:25]4[CH:37]=[CH:36][C:28](/[CH:29]=[CH:30]/[C:31]([O:33][CH2:34][CH3:35])=[O:32])=[CH:27][C:26]=4[CH3:38])[CH:14]=[CH:15][C:16]=3[OH:17])[CH2:8][CH:7]3[CH2:9][CH:3]([CH2:4][CH:5]([CH2:6]3)[CH2:10]1)[CH2:2]2, predict the reactants needed to synthesize it. The reactants are: [C:1]12([C:11]3[CH:12]=[C:13]([C:25]4[CH:37]=[CH:36][C:28](/[CH:29]=[CH:30]/[C:31]([O:33][CH2:34][CH3:35])=[O:32])=[CH:27][C:26]=4[CH3:38])[CH:14]=[CH:15][C:16]=3[O:17]CC3C=CC=CC=3)[CH2:10][CH:5]3[CH2:6][CH:7]([CH2:9][CH:3]([CH2:4]3)[CH2:2]1)[CH2:8]2.B(Br)(Br)Br.CCOC(C)=O.CCCCCC. (4) Given the product [C:28]([C@@H:31]([C@H:33]([C:35]([OH:37])=[O:36])[OH:34])[OH:32])([OH:30])=[O:29].[CH3:1][C:2]1[N:3]=[CH:4][O:5][C:6]=1[CH2:7][NH:8][C:9]([C:11]1[CH:15]=[C:14]([NH:16][C:17](=[O:27])[C:18]2[CH:23]=[C:22]([F:24])[C:21]([F:25])=[CH:20][C:19]=2[Cl:26])[NH:13][N:12]=1)=[O:10], predict the reactants needed to synthesize it. The reactants are: [CH3:1][C:2]1[N:3]=[CH:4][O:5][C:6]=1[CH2:7][NH:8][C:9]([C:11]1[CH:15]=[C:14]([NH:16][C:17](=[O:27])[C:18]2[CH:23]=[C:22]([F:24])[C:21]([F:25])=[CH:20][C:19]=2[Cl:26])[NH:13][N:12]=1)=[O:10].[C:28]([C@@H:31]([C@H:33]([C:35]([O-:37])=[O:36])[OH:34])[OH:32])([O-:30])=[O:29]. (5) Given the product [C:40]([O:29][C:28](=[O:30])[N:27]([C:24]1[CH:25]=[CH:26][C:21]([Cl:20])=[CH:22][CH:23]=1)[C:31]1[CH:36]=[N:35][CH:34]=[C:33]([C:6]2[N:7]=[CH:8][CH:9]=[CH:10][N:11]=2)[N:32]=1)([CH3:46])([CH3:45])[CH3:41], predict the reactants needed to synthesize it. The reactants are: C([Sn](CCCC)(CCCC)[C:6]1[N:11]=[CH:10][CH:9]=[CH:8][N:7]=1)CCC.[Cl:20][C:21]1[CH:26]=[CH:25][C:24]([N:27]([C:31]2[CH:36]=[N:35][CH:34]=[C:33](Cl)[N:32]=2)[C:28](=[O:30])[OH:29])=[CH:23][CH:22]=1.[Cl-].[Li+].[C:40]1([CH3:46])[CH:45]=CC=C[CH:41]=1. (6) Given the product [C:16]([O:5][C:4](=[O:6])[C:3]1[CH:7]=[CH:8][C:9]([F:11])=[CH:10][C:2]=1[F:1])([CH3:19])([CH3:18])[CH3:17], predict the reactants needed to synthesize it. The reactants are: [F:1][C:2]1[CH:10]=[C:9]([F:11])[CH:8]=[CH:7][C:3]=1[C:4]([OH:6])=[O:5].O(C(O[C:16]([CH3:19])([CH3:18])[CH3:17])=O)C(O[C:16]([CH3:19])([CH3:18])[CH3:17])=O. (7) Given the product [F:1][C:2]1[C:3]([CH2:18][NH:19][C@H:20]([CH:24]([CH3:26])[CH3:25])[CH:21]([OH:23])[CH3:22])=[N:4][C:5]([C:8]2[CH:9]=[CH:10][C:11]([C:14]([F:17])([F:15])[F:16])=[CH:12][CH:13]=2)=[CH:6][CH:7]=1, predict the reactants needed to synthesize it. The reactants are: [F:1][C:2]1[C:3]([CH:18]=[N:19][C@H:20]([CH:24]([CH3:26])[CH3:25])[CH:21]([OH:23])[CH3:22])=[N:4][C:5]([C:8]2[CH:13]=[CH:12][C:11]([C:14]([F:17])([F:16])[F:15])=[CH:10][CH:9]=2)=[CH:6][CH:7]=1.[H][H]. (8) Given the product [CH2:1]([N:4]1[C:14]2[CH:19]=[CH:18][C:17]([Cl:20])=[CH:16][C:15]=2[CH:21]([C:23]2[C:32]3[O:31][CH2:30][CH2:29][O:28][C:27]=3[CH:26]=[CH:25][CH:24]=2)[O:22][CH:6]([CH2:7][C:8]([O:10][CH2:11][CH3:12])=[O:9])[C:5]1=[O:13])[CH:2]=[CH2:3], predict the reactants needed to synthesize it. The reactants are: [CH2:1]([N:4]([C:14]1[CH:19]=[CH:18][C:17]([Cl:20])=[CH:16][C:15]=1[CH:21]([C:23]1[C:32]2[O:31][CH2:30][CH2:29][O:28][C:27]=2[CH:26]=[CH:25][CH:24]=1)[OH:22])[C:5](=[O:13])/[CH:6]=[CH:7]/[C:8]([O:10][CH2:11][CH3:12])=[O:9])[CH:2]=[CH2:3].C(=O)([O-])[O-].[K+].[K+].O.